From a dataset of Reaction yield outcomes from USPTO patents with 853,638 reactions. Predict the reaction yield, written as a fraction of the theoretical maximum amount of product (1.0 means a 100% yield; for example, 0.34 means a 34% yield). (1) The product is [CH3:22][O:21][C:19]1[C:18]([O:23][CH3:24])=[CH:17][C:16]2[N:12]([CH2:11][C:9]3[CH:8]=[CH:7][C:5]4[N:6]=[C:2]([NH:30][C:29]5[CH:31]=[CH:32][CH:33]=[CH:34][C:28]=5[O:27][CH2:25][CH3:26])[S:3][C:4]=4[CH:10]=3)[CH:13]=[N:14][C:15]=2[CH:20]=1. The yield is 0.220. The reactants are Br[C:2]1[S:3][C:4]2[CH:10]=[C:9]([CH2:11][N:12]3[C:16]4[CH:17]=[C:18]([O:23][CH3:24])[C:19]([O:21][CH3:22])=[CH:20][C:15]=4[N:14]=[CH:13]3)[CH:8]=[CH:7][C:5]=2[N:6]=1.[CH2:25]([O:27][C:28]1[CH:34]=[CH:33][CH:32]=[CH:31][C:29]=1[NH2:30])[CH3:26].CCN(C(C)C)C(C)C. The catalyst is CC(N(C)C)=O. (2) The reactants are [F:1][C:2]1[CH:17]=[C:16]([N+:18]([O-])=O)[CH:15]=[CH:14][C:3]=1[O:4][C:5]1[CH:10]=[CH:9][N:8]=[C:7]2[NH:11][CH:12]=[CH:13][C:6]=12.[Cl-].[NH4+]. The catalyst is O1CCCC1.CO.[Zn]. The product is [NH:11]1[C:7]2=[N:8][CH:9]=[CH:10][C:5]([O:4][C:3]3[CH:14]=[CH:15][C:16]([NH2:18])=[CH:17][C:2]=3[F:1])=[C:6]2[CH:13]=[CH:12]1. The yield is 0.770. (3) The reactants are [CH3:1][O:2][C:3](=[O:11])[CH2:4][CH2:5][C@@H:6]([C:8]([OH:10])=[O:9])[NH2:7].C(N(CC)CC)C.[C:19](O[C:19]([O:21][C:22]([CH3:25])([CH3:24])[CH3:23])=[O:20])([O:21][C:22]([CH3:25])([CH3:24])[CH3:23])=[O:20]. The catalyst is CN(C=O)C. The product is [C:22]([O:21][C:19]([NH:7][C@@H:6]([CH2:5][CH2:4][C:3]([O:2][CH3:1])=[O:11])[C:8]([OH:10])=[O:9])=[O:20])([CH3:25])([CH3:24])[CH3:23]. The yield is 0.850. (4) The reactants are CC(P(C(C)(C)C)C1C(C2C=CC=CC=2)=CC=CC=1)(C)C.[C:22]([P:28](=[O:33])([OH:32])[O:29][CH2:30][CH3:31])#[C:23][CH2:24][CH2:25][CH2:26][CH3:27].[Cl:34][CH2:35][CH2:36][CH2:37][C:38]#[CH:39]. The catalyst is [Au].ClC(Cl)C. The product is [CH2:30]([O:29][P:28]1(=[O:32])[CH:22]=[C:23]([CH2:24][CH2:25][CH2:26][CH3:27])[CH:39]=[C:38]([CH2:37][CH2:36][CH2:35][Cl:34])[O:33]1)[CH3:31]. The yield is 0.640. (5) The product is [CH2:37]([O:36][C@@H:32]([CH2:31][C:28]1[CH:29]=[CH:30][C:25]([O:24][CH2:23][CH2:22][C:19]2[CH:20]=[CH:21][C:16]([NH:15][CH2:4][CH:3]([CH3:6])[C:2]([F:8])([F:7])[F:1])=[CH:17][CH:18]=2)=[CH:26][CH:27]=1)[C:33]([OH:35])=[O:34])[CH3:38]. The yield is 0.400. The catalyst is O1CCCC1.ClCCl.CO. The reactants are [F:1][C:2]([F:8])([F:7])[CH:3]([CH3:6])[CH:4]=O.S(=O)(=O)(O)O.Cl.[NH2:15][C:16]1[CH:21]=[CH:20][C:19]([CH2:22][CH2:23][O:24][C:25]2[CH:30]=[CH:29][C:28]([CH2:31][C@H:32]([O:36][CH2:37][CH3:38])[C:33]([OH:35])=[O:34])=[CH:27][CH:26]=2)=[CH:18][CH:17]=1.[BH4-].[Na+]. (6) The reactants are [F:1][C:2]([F:15])([F:14])[S:3]([O:6]S(C(F)(F)F)(=O)=O)(=[O:5])=[O:4].[Br:16][CH:17](O)[CH3:18].N1C(C)=CC=CC=1C. The catalyst is C(Cl)Cl. The product is [Br:16][CH2:17][CH2:18][O:6][S:3]([C:2]([F:15])([F:14])[F:1])(=[O:4])=[O:5]. The yield is 0.720. (7) The reactants are [Br:1][C:2]1[CH:7]=[CH:6][C:5]([C:8](=[O:10])[CH3:9])=[C:4]([F:11])[CH:3]=1.[Br:12]Br. The catalyst is C(Cl)(Cl)Cl. The product is [Br:12][CH2:9][C:8]([C:5]1[CH:6]=[CH:7][C:2]([Br:1])=[CH:3][C:4]=1[F:11])=[O:10]. The yield is 0.890. (8) The reactants are CC(C)([O-])C.[K+].[F:7][C:8]1[CH:15]=[CH:14][C:11]([CH:12]=O)=[CH:10][CH:9]=1.[C:16]([O:24]C)(=[O:23])[CH2:17][CH2:18][C:19]([O:21][CH3:22])=[O:20]. The catalyst is C(O)(C)(C)C. The product is [CH3:22][O:21][C:19](=[O:20])[C:18](=[CH:12][C:11]1[CH:14]=[CH:15][C:8]([F:7])=[CH:9][CH:10]=1)[CH2:17][C:16]([OH:24])=[O:23]. The yield is 0.660. (9) The reactants are [CH:1]1([C:4]2[C:13]3[C:8](=[CH:9][CH:10]=[CH:11][CH:12]=3)[C:7]([NH2:14])=[CH:6][CH:5]=2)[CH2:3][CH2:2]1.C(=O)(O)[O-].[Na+].[C:20](Cl)(Cl)=[S:21]. The catalyst is ClCCl. The product is [CH:1]1([C:4]2[C:13]3[C:8](=[CH:9][CH:10]=[CH:11][CH:12]=3)[C:7]([N:14]=[C:20]=[S:21])=[CH:6][CH:5]=2)[CH2:3][CH2:2]1. The yield is 0.990. (10) The reactants are [NH2:1][OH:2].[NH2:3][C:4]1[CH:9]=[C:8]([C:10]2[CH:15]=[CH:14][C:13]([Cl:16])=[C:12]([O:17][CH3:18])[C:11]=2[F:19])[N:7]=[C:6]([C:20](OC)=[O:21])[C:5]=1[Cl:24]. The catalyst is COCCOC. The product is [NH2:3][C:4]1[CH:9]=[C:8]([C:10]2[CH:15]=[CH:14][C:13]([Cl:16])=[C:12]([O:17][CH3:18])[C:11]=2[F:19])[N:7]=[C:6]([C:20]([NH:1][OH:2])=[O:21])[C:5]=1[Cl:24]. The yield is 0.990.